From a dataset of Catalyst prediction with 721,799 reactions and 888 catalyst types from USPTO. Predict which catalyst facilitates the given reaction. (1) Reactant: COC1C=CC(C[N:8]2[CH:17]=[C:16]3[C:10]([CH:11]([CH3:31])[O:12][C:13]([CH3:30])([CH3:29])[C:14]4[S:20][C:19]([NH:21][C:22]5[N:27]=[C:26]([CH3:28])[CH:25]=[CH:24][N:23]=5)=[N:18][C:15]=43)=[N:9]2)=CC=1. The catalyst class is: 67. Product: [CH3:28][C:26]1[CH:25]=[CH:24][N:23]=[C:22]([NH:21][C:19]2[S:20][C:14]3[C:13]([CH3:29])([CH3:30])[O:12][CH:11]([CH3:31])[C:10]4[C:16](=[CH:17][NH:8][N:9]=4)[C:15]=3[N:18]=2)[N:27]=1. (2) Reactant: [OH:1][C:2]1[C:11]2[C:6](=[CH:7][CH:8]=[CH:9][CH:10]=2)[C:5]([CH3:13])([CH3:12])[C:4](=[O:14])[C:3]=1[C:15](OCC)=[O:16].C(N(C(C)C)C(C)C)C.Cl.[NH2:30][CH2:31][C:32]([O:34][C:35]([CH3:38])([CH3:37])[CH3:36])=[O:33]. Product: [OH:1][C:2]1[C:11]2[C:6](=[CH:7][CH:8]=[CH:9][CH:10]=2)[C:5]([CH3:13])([CH3:12])[C:4](=[O:14])[C:3]=1[C:15]([NH:30][CH2:31][C:32]([O:34][C:35]([CH3:38])([CH3:37])[CH3:36])=[O:33])=[O:16]. The catalyst class is: 225.